Dataset: Full USPTO retrosynthesis dataset with 1.9M reactions from patents (1976-2016). Task: Predict the reactants needed to synthesize the given product. (1) The reactants are: C([O-])([O-])=O.[Cs+].[Cs+].[CH:7]([N:20]1[CH2:23][CH:22]([O:24]S(C)(=O)=O)[CH2:21]1)([C:14]1[CH:19]=[CH:18][CH:17]=[CH:16][CH:15]=1)[C:8]1[CH:13]=[CH:12][CH:11]=[CH:10][CH:9]=1.[CH3:29][O:30][C:31]([C:33]1[CH:43]=[C:42](O)[C:36]2[CH2:37][C:38]([CH3:41])([CH3:40])[O:39][C:35]=2[CH:34]=1)=[O:32]. Given the product [CH3:29][O:30][C:31]([C:33]1[CH:43]=[C:42]([O:24][CH:22]2[CH2:23][N:20]([CH:7]([C:14]3[CH:19]=[CH:18][CH:17]=[CH:16][CH:15]=3)[C:8]3[CH:13]=[CH:12][CH:11]=[CH:10][CH:9]=3)[CH2:21]2)[C:36]2[CH2:37][C:38]([CH3:41])([CH3:40])[O:39][C:35]=2[CH:34]=1)=[O:32], predict the reactants needed to synthesize it. (2) Given the product [OH:28][CH2:27][CH2:26][CH2:25][O:24][C:23]1[CH:22]=[C:21]([NH:20][CH:2]([C:14]2[CH:19]=[CH:18][CH:17]=[CH:16][CH:15]=2)[C:3]([C:5]2[C:13]3[C:8](=[CH:9][CH:10]=[CH:11][CH:12]=3)[NH:7][CH:6]=2)=[O:4])[CH:31]=[C:30]([O:32][CH3:33])[CH:29]=1, predict the reactants needed to synthesize it. The reactants are: Br[CH:2]([C:14]1[CH:19]=[CH:18][CH:17]=[CH:16][CH:15]=1)[C:3]([C:5]1[C:13]2[C:8](=[CH:9][CH:10]=[CH:11][CH:12]=2)[NH:7][CH:6]=1)=[O:4].[NH2:20][C:21]1[CH:22]=[C:23]([CH:29]=[C:30]([O:32][CH3:33])[CH:31]=1)[O:24][CH2:25][CH2:26][CH2:27][OH:28].C(N(CC)CC)C. (3) Given the product [CH2:19]([O:17][C:11]1[CH:10]=[C:9]([C:3]2[CH:4]=[CH:5][C:6]([F:8])=[CH:7][C:2]=2[F:1])[CH:14]=[CH:13][C:12]=1[CH:15]=[O:16])[CH3:20], predict the reactants needed to synthesize it. The reactants are: [F:1][C:2]1[CH:7]=[C:6]([F:8])[CH:5]=[CH:4][C:3]=1[C:9]1[CH:14]=[CH:13][C:12]([CH:15]=[O:16])=[C:11]([OH:17])[CH:10]=1.I[CH2:19][CH3:20].C(=O)([O-])[O-].[K+].[K+].